Predict the reaction yield, written as a fraction of the theoretical maximum amount of product (1.0 means a 100% yield; for example, 0.34 means a 34% yield). From a dataset of Reaction yield outcomes from USPTO patents with 853,638 reactions. (1) The reactants are [H-].[Al+3].[Li+].[H-].[H-].[H-].[CH3:7][CH:8]1[CH2:13][N:12]2[N:14]=[C:15]([CH2:17][O:18][C:19]3[CH:24]=[CH:23][CH:22]=[CH:21][CH:20]=3)[CH:16]=[C:11]2[C:10](=O)[NH:9]1. The catalyst is C1COCC1.CCOC(C)=O. The product is [CH3:7][CH:8]1[CH2:13][N:12]2[N:14]=[C:15]([CH2:17][O:18][C:19]3[CH:24]=[CH:23][CH:22]=[CH:21][CH:20]=3)[CH:16]=[C:11]2[CH2:10][NH:9]1. The yield is 0.840. (2) The reactants are [F:1][C:2]1[CH:7]=[CH:6][C:5]([C:8]2[C:16]([C:17](=O)[CH:18]([CH3:20])[CH3:19])=[C:11]3[CH:12]=[CH:13][CH:14]=[CH:15][N:10]3[N:9]=2)=[CH:4][CH:3]=1.Cl.[NH2:23][OH:24].[OH-].[Na+].Cl. The catalyst is CCO.O. The product is [F:1][C:2]1[CH:7]=[CH:6][C:5]([C:8]2[C:16]([C:17](=[N:23][OH:24])[CH:18]([CH3:20])[CH3:19])=[C:11]3[CH:12]=[CH:13][CH:14]=[CH:15][N:10]3[N:9]=2)=[CH:4][CH:3]=1. The yield is 0.670.